Dataset: Full USPTO retrosynthesis dataset with 1.9M reactions from patents (1976-2016). Task: Predict the reactants needed to synthesize the given product. (1) The reactants are: [O:1]=[C:2]1[NH:6][C:5](=[O:7])[CH:4]([CH2:8][C:9]2[CH:31]=[CH:30][C:12]([O:13][CH2:14][C:15]([N:17]([C:19]3[CH:24]=[C:23]([O:25][CH3:26])[CH:22]=[CH:21][C:20]=3[N+:27]([O-])=O)[CH3:18])=O)=[CH:11][CH:10]=2)[S:3]1.CO.[ClH:34].[H][H]. Given the product [ClH:34].[CH3:26][O:25][C:23]1[CH:22]=[CH:21][C:20]2[N:27]=[C:15]([CH2:14][O:13][C:12]3[CH:30]=[CH:31][C:9]([CH2:8][CH:4]4[S:3][C:2](=[O:1])[NH:6][C:5]4=[O:7])=[CH:10][CH:11]=3)[N:17]([CH3:18])[C:19]=2[CH:24]=1, predict the reactants needed to synthesize it. (2) Given the product [F:1][C:2]1[CH:15]=[CH:14][CH:13]=[C:12]([F:16])[C:3]=1[C:4]([NH:6][C:7]1[CH:11]=[CH:10][N:9]([CH2:28][C:29]2[CH:34]=[C:33]([O:35][C:36]3[CH:41]=[CH:40][CH:39]=[CH:38][CH:37]=3)[CH:32]=[CH:31][C:30]=2[C:42]([F:43])([F:44])[F:45])[N:8]=1)=[O:5], predict the reactants needed to synthesize it. The reactants are: [F:1][C:2]1[CH:15]=[CH:14][CH:13]=[C:12]([F:16])[C:3]=1[C:4]([NH:6][C:7]1[CH:11]=[CH:10][NH:9][N:8]=1)=[O:5].C[Si]([N-][Si](C)(C)C)(C)C.[Li+].Br[CH2:28][C:29]1[CH:34]=[C:33]([O:35][C:36]2[CH:41]=[CH:40][CH:39]=[CH:38][CH:37]=2)[CH:32]=[CH:31][C:30]=1[C:42]([F:45])([F:44])[F:43]. (3) Given the product [N:25]1[C:26]([CH2:34][N:11]([CH:9]2[C:10]3[N:1]=[CH:2][CH:3]=[CH:4][C:5]=3[CH2:6][CH2:7][CH2:8]2)[CH2:12][CH2:13][CH2:14][CH2:15][CH2:16][NH:17][C:18](=[O:24])[O:19][C:20]([CH3:21])([CH3:23])[CH3:22])=[CH:27][N:28]2[CH:33]=[CH:32][CH:31]=[CH:30][C:29]=12, predict the reactants needed to synthesize it. The reactants are: [N:1]1[C:10]2[CH:9]([NH:11][CH2:12][CH2:13][CH2:14][CH2:15][CH2:16][NH:17][C:18](=[O:24])[O:19][C:20]([CH3:23])([CH3:22])[CH3:21])[CH2:8][CH2:7][CH2:6][C:5]=2[CH:4]=[CH:3][CH:2]=1.[N:25]1[C:26]([CH:34]=O)=[CH:27][N:28]2[CH:33]=[CH:32][CH:31]=[CH:30][C:29]=12.C(O)(=O)C.C(O[BH-](OC(=O)C)OC(=O)C)(=O)C.[Na+].C(=O)([O-])[O-].[Na+].[Na+]. (4) Given the product [Cl:1][C:2]1[CH:3]=[C:4]2[C:12](=[O:13])[C:11]3[CH:14]=[C:15]([CH2:18][CH3:19])[N:16]=[CH:17][C:10]=3[CH:9]=[CH:8][C:5]2=[N:6][CH:7]=1, predict the reactants needed to synthesize it. The reactants are: [Cl:1][C:2]1[CH:3]=[C:4]2[CH:12]([OH:13])[C:11]3[CH:14]=[C:15]([CH2:18][CH3:19])[N:16]=[CH:17][C:10]=3[CH:9]=[CH:8][C:5]2=[N:6][CH:7]=1. (5) Given the product [C:1]([O:5][C:6]([N:8]1[CH2:12][C@@H:11]([CH2:13][C@H:14]([CH2:18][C:19]2[CH:24]=[CH:23][C:22]([O:25][CH3:26])=[C:21]([O:27][CH2:28][CH2:29][CH2:30][O:31][CH3:32])[CH:20]=2)[CH:15]([CH3:16])[CH3:17])[C@H:10]([CH:33]=[O:34])[CH2:9]1)=[O:7])([CH3:4])([CH3:2])[CH3:3], predict the reactants needed to synthesize it. The reactants are: [C:1]([O:5][C:6]([N:8]1[CH2:12][C@@H:11]([CH2:13][C@H:14]([CH2:18][C:19]2[CH:24]=[CH:23][C:22]([O:25][CH3:26])=[C:21]([O:27][CH2:28][CH2:29][CH2:30][O:31][CH3:32])[CH:20]=2)[CH:15]([CH3:17])[CH3:16])[C@H:10]([CH2:33][OH:34])[CH2:9]1)=[O:7])([CH3:4])([CH3:3])[CH3:2].CC(OI1(OC(C)=O)(OC(C)=O)OC(=O)C2C=CC=CC1=2)=O. (6) Given the product [Br:29][C:6]1[CH:5]=[CH:4][C:3]([NH:8][C:9]2[C:10]([F:21])=[C:11]([F:20])[CH:12]=[C:13]3[C:17]=2[C:16](=[O:18])[NH:15][CH:14]3[CH3:19])=[C:2]([Cl:1])[CH:7]=1, predict the reactants needed to synthesize it. The reactants are: [Cl:1][C:2]1[CH:7]=[CH:6][CH:5]=[CH:4][C:3]=1[NH:8][C:9]1[C:10]([F:21])=[C:11]([F:20])[CH:12]=[C:13]2[C:17]=1[C:16](=[O:18])[NH:15][CH:14]2[CH3:19].C1C(=O)N([Br:29])C(=O)C1. (7) Given the product [CH3:22][S:18]([C:3]1[CH:10]=[CH:9][C:6]([C:7]#[N:8])=[CH:5][CH:4]=1)(=[O:20])=[O:17], predict the reactants needed to synthesize it. The reactants are: CS[C:3]1[CH:10]=[CH:9][C:6]([C:7]#[N:8])=[CH:5][CH:4]=1.[Mn]([O-])(=O)(=O)=O.[K+].[OH:17][S:18]([O-:20])=O.[Na+].[CH3:22]C(O)=O. (8) Given the product [CH:7]1([C:13]2[CH:21]=[CH:20][CH:19]=[CH:18][C:14]=2[CH2:15][OH:16])[CH2:8][CH2:9][CH2:10][CH2:11][CH2:12]1, predict the reactants needed to synthesize it. The reactants are: [H-].[H-].[H-].[H-].[Li+].[Al+3].[CH:7]1([C:13]2[CH:21]=[CH:20][CH:19]=[CH:18][C:14]=2[C:15](O)=[O:16])[CH2:12][CH2:11][CH2:10][CH2:9][CH2:8]1.[OH-].[K+]. (9) Given the product [F:15][C:14]1[C:9]([NH:8][C:4]2[CH:3]=[C:2]([NH:1][C:30](=[O:33])[CH:31]=[CH2:32])[CH:7]=[CH:6][CH:5]=2)=[N:10][C:11]([NH:16][C:17]2[CH:22]=[CH:21][C:20]([O:23][CH2:24][O:25][CH2:26][CH2:27][O:28][CH3:29])=[CH:19][CH:18]=2)=[N:12][CH:13]=1, predict the reactants needed to synthesize it. The reactants are: [NH2:1][C:2]1[CH:3]=[C:4]([NH:8][C:9]2[C:14]([F:15])=[CH:13][N:12]=[C:11]([NH:16][C:17]3[CH:22]=[CH:21][C:20]([O:23][CH2:24][O:25][CH2:26][CH2:27][O:28][CH3:29])=[CH:19][CH:18]=3)[N:10]=2)[CH:5]=[CH:6][CH:7]=1.[C:30](Cl)(=[O:33])[CH:31]=[CH2:32].C(Cl)(Cl)Cl.CO.C(=O)(O)[O-].[Na+]. (10) Given the product [CH3:23][O:24][C:25]1[CH:26]=[C:27]([NH:33][C:34]([C:35]2[C:40]([F:41])=[CH:39][CH:38]=[CH:37][C:36]=2[F:42])=[S:10])[CH:28]=[C:29]([O:31][CH3:32])[CH:30]=1, predict the reactants needed to synthesize it. The reactants are: COC1C=CC(P2(SP(C3C=CC(OC)=CC=3)(=S)S2)=[S:10])=CC=1.[CH3:23][O:24][C:25]1[CH:26]=[C:27]([NH:33][C:34](=O)[C:35]2[C:40]([F:41])=[CH:39][CH:38]=[CH:37][C:36]=2[F:42])[CH:28]=[C:29]([O:31][CH3:32])[CH:30]=1.